From a dataset of Peptide-MHC class II binding affinity with 134,281 pairs from IEDB. Regression. Given a peptide amino acid sequence and an MHC pseudo amino acid sequence, predict their binding affinity value. This is MHC class II binding data. (1) The peptide sequence is ARANESATILMTATP. The MHC is DRB3_0301 with pseudo-sequence DRB3_0301. The binding affinity (normalized) is 0.692. (2) The peptide sequence is GEFLLDLRPATAWSLYAV. The MHC is DRB1_0405 with pseudo-sequence DRB1_0405. The binding affinity (normalized) is 0.144.